This data is from NCI-60 drug combinations with 297,098 pairs across 59 cell lines. The task is: Regression. Given two drug SMILES strings and cell line genomic features, predict the synergy score measuring deviation from expected non-interaction effect. Drug 1: CC1C(C(CC(O1)OC2CC(OC(C2O)C)OC3=CC4=CC5=C(C(=O)C(C(C5)C(C(=O)C(C(C)O)O)OC)OC6CC(C(C(O6)C)O)OC7CC(C(C(O7)C)O)OC8CC(C(C(O8)C)O)(C)O)C(=C4C(=C3C)O)O)O)O. Drug 2: CN1C2=C(C=C(C=C2)N(CCCl)CCCl)N=C1CCCC(=O)O.Cl. Cell line: SNB-19. Synergy scores: CSS=24.8, Synergy_ZIP=0.580, Synergy_Bliss=0.803, Synergy_Loewe=-44.1, Synergy_HSA=-0.737.